Dataset: Reaction yield outcomes from USPTO patents with 853,638 reactions. Task: Predict the reaction yield, written as a fraction of the theoretical maximum amount of product (1.0 means a 100% yield; for example, 0.34 means a 34% yield). The reactants are [Br:1]Br.[CH3:3][C:4]1([CH3:17])[C:8](=[O:9])[C:7]2[C:10]([CH3:16])=[CH:11][C:12]([CH3:15])=[C:13]([CH3:14])[C:6]=2[O:5]1.S([O-])([O-])=O.[Na+].[Na+]. The catalyst is C(O)(=O)C. The product is [Br:1][C:11]1[C:12]([CH3:15])=[C:13]([CH3:14])[C:6]2[O:5][C:4]([CH3:17])([CH3:3])[C:8](=[O:9])[C:7]=2[C:10]=1[CH3:16]. The yield is 0.840.